From a dataset of Full USPTO retrosynthesis dataset with 1.9M reactions from patents (1976-2016). Predict the reactants needed to synthesize the given product. (1) Given the product [NH2:7][CH2:8][CH:9]([NH:16][C:17]([C:18]1[CH:23]=[CH:22][C:21]([Cl:24])=[C:20]([NH:25][C:26]([C:28]2[C:39](=[O:40])[NH:38][C:31]3[N:32]=[C:33]([O:36][CH3:37])[N:34]=[CH:35][C:30]=3[CH:29]=2)=[O:27])[CH:19]=1)=[O:41])[C:10]1[CH:11]=[CH:12][CH:13]=[CH:14][CH:15]=1, predict the reactants needed to synthesize it. The reactants are: C(OC(=O)[NH:7][CH2:8][CH:9]([NH:16][C:17](=[O:41])[C:18]1[CH:23]=[CH:22][C:21]([Cl:24])=[C:20]([NH:25][C:26]([C:28]2[C:39](=[O:40])[NH:38][C:31]3[N:32]=[C:33]([O:36][CH3:37])[N:34]=[CH:35][C:30]=3[CH:29]=2)=[O:27])[CH:19]=1)[C:10]1[CH:15]=[CH:14][CH:13]=[CH:12][CH:11]=1)(C)(C)C.FC(F)(F)C(O)=O. (2) Given the product [C:16]([O:15][C:13]([N:6]1[C@H:7]([C:9]([OH:11])=[O:10])[CH2:8][C:4]2([C:2]([F:1])([F:20])[CH2:3]2)[CH2:5]1)=[O:14])([CH3:19])([CH3:17])[CH3:18], predict the reactants needed to synthesize it. The reactants are: [F:1][C:2]1([F:20])[C:4]2([CH2:8][C@@H:7]([C:9]([O:11]C)=[O:10])[N:6]([C:13]([O:15][C:16]([CH3:19])([CH3:18])[CH3:17])=[O:14])[CH2:5]2)[CH2:3]1.[Li+].[OH-].CO. (3) The reactants are: [O:1]([C:8]1[CH:13]=[CH:12][CH:11]=[CH:10][C:9]=1[NH:14][S:15]([C:18]1[CH:26]=[CH:25][C:21]([C:22](O)=[O:23])=[CH:20][CH:19]=1)(=[O:17])=[O:16])[C:2]1[CH:7]=[CH:6][CH:5]=[CH:4][CH:3]=1.[N:27]1[CH:32]=[CH:31][CH:30]=[N:29][C:28]=1[N:33]1[CH2:38][CH2:37][N:36]([CH2:39][CH2:40][NH2:41])[CH2:35][CH2:34]1. Given the product [O:1]([C:8]1[CH:13]=[CH:12][CH:11]=[CH:10][C:9]=1[NH:14][S:15]([C:18]1[CH:19]=[CH:20][C:21]([C:22]([NH:41][CH2:40][CH2:39][N:36]2[CH2:35][CH2:34][N:33]([C:28]3[N:27]=[CH:32][CH:31]=[CH:30][N:29]=3)[CH2:38][CH2:37]2)=[O:23])=[CH:25][CH:26]=1)(=[O:17])=[O:16])[C:2]1[CH:3]=[CH:4][CH:5]=[CH:6][CH:7]=1, predict the reactants needed to synthesize it. (4) Given the product [F:24][C:25]1[CH:33]=[CH:32][C:28]([C:29]([N:2]2[CH2:6][CH2:5][CH:4]([C:7]3[O:11][N:10]=[C:9]([C:12]4[NH:13][CH:14]=[CH:15][CH:16]=4)[N:8]=3)[CH2:3]2)=[O:30])=[CH:27][CH:26]=1, predict the reactants needed to synthesize it. The reactants are: Cl.[NH:2]1[CH2:6][CH2:5][CH:4]([C:7]2[O:11][N:10]=[C:9]([C:12]3[NH:13][CH:14]=[CH:15][CH:16]=3)[N:8]=2)[CH2:3]1.C(N(CC)CC)C.[F:24][C:25]1[CH:33]=[CH:32][C:28]([C:29](Cl)=[O:30])=[CH:27][CH:26]=1.[OH-].[Na+]. (5) Given the product [CH2:17]1[CH2:16][O:15][C:12]2[CH:13]=[CH:14][C:9]([NH:8][C:6]3[C:5]([F:19])=[CH:4][N:3]=[C:2]([NH:20][N:21]4[CH:25]=[CH:24][CH:23]=[CH:22]4)[N:7]=3)=[CH:10][C:11]=2[O:18]1, predict the reactants needed to synthesize it. The reactants are: Cl[C:2]1[N:7]=[C:6]([NH:8][C:9]2[CH:14]=[CH:13][C:12]3[O:15][CH2:16][CH2:17][O:18][C:11]=3[CH:10]=2)[C:5]([F:19])=[CH:4][N:3]=1.[NH2:20][N:21]1[CH:25]=[CH:24][CH:23]=[CH:22]1.